From a dataset of Catalyst prediction with 721,799 reactions and 888 catalyst types from USPTO. Predict which catalyst facilitates the given reaction. (1) Reactant: [H-].[Na+].[N:3]1[CH:8]=[CH:7][CH:6]=[CH:5][C:4]=1[NH:9][C:10]1[O:11][C:12]2[CH:18]=[CH:17][CH:16]=[CH:15][C:13]=2[N:14]=1.[CH2:19]([O:21][C:22](=[O:30])[CH2:23][CH2:24][CH2:25][CH2:26][CH2:27][CH2:28]I)[CH3:20].O. Product: [O:11]1[C:12]2[CH:18]=[CH:17][CH:16]=[CH:15][C:13]=2[N:14]=[C:10]1[N:9]([C:4]1[CH:5]=[CH:6][CH:7]=[CH:8][N:3]=1)[CH2:28][CH2:27][CH2:26][CH2:25][CH2:24][CH2:23][C:22]([O:21][CH2:19][CH3:20])=[O:30]. The catalyst class is: 3. (2) Reactant: C1(P(C2C=CC=CC=2)C2C=CC=CC=2)C=CC=CC=1.[F:20][C:21]1[CH:26]=[CH:25][C:24]([CH2:27][O:28][CH:29]2[CH2:34][CH2:33][CH2:32][CH2:31][O:30]2)=[CH:23][C:22]=1[CH2:35]O.[Br:37]C(Br)(Br)Br.CCCCC. The catalyst class is: 4. Product: [Br:37][CH2:35][C:22]1[CH:23]=[C:24]([CH:25]=[CH:26][C:21]=1[F:20])[CH2:27][O:28][CH:29]1[CH2:34][CH2:33][CH2:32][CH2:31][O:30]1. (3) Reactant: C(OC([NH:8][CH:9]([C:20]1[CH:25]=[CH:24][C:23]([C:26]2[CH:31]=[CH:30][CH:29]=[CH:28][CH:27]=2)=[CH:22][CH:21]=1)[C:10]([NH:12][CH2:13][C:14]1[CH:19]=[CH:18][CH:17]=[CH:16][CH:15]=1)=[O:11])=O)(C)(C)C.[ClH:32]. Product: [ClH:32].[NH2:8][CH:9]([C:20]1[CH:21]=[CH:22][C:23]([C:26]2[CH:31]=[CH:30][CH:29]=[CH:28][CH:27]=2)=[CH:24][CH:25]=1)[C:10]([NH:12][CH2:13][C:14]1[CH:19]=[CH:18][CH:17]=[CH:16][CH:15]=1)=[O:11]. The catalyst class is: 12. (4) Reactant: [CH3:1][O:2][C:3](=[O:17])[C@@H:4]([NH2:16])[CH:5]([CH2:11][C:12]([F:15])([F:14])[F:13])[CH2:6][C:7]([F:10])([F:9])[F:8].N1C=CC=CC=1.[Cl:24][C:25]1[CH:30]=[CH:29][C:28]([S:31](Cl)(=[O:33])=[O:32])=[CH:27][CH:26]=1.Cl. Product: [CH3:1][O:2][C:3](=[O:17])[C@@H:4]([NH:16][S:31]([C:28]1[CH:29]=[CH:30][C:25]([Cl:24])=[CH:26][CH:27]=1)(=[O:33])=[O:32])[CH:5]([CH2:6][C:7]([F:9])([F:10])[F:8])[CH2:11][C:12]([F:15])([F:14])[F:13]. The catalyst class is: 2.